Dataset: Forward reaction prediction with 1.9M reactions from USPTO patents (1976-2016). Task: Predict the product of the given reaction. (1) Given the reactants ClC1C=C([NH:8][C:9](=[O:23])[C:10]2[CH:15]=[CH:14][C:13]([N:16]=[N+]=[N-])=[C:12](C(F)(F)F)[CH:11]=2)C=CC=1.[H][H], predict the reaction product. The product is: [NH2:16][C:13]1[CH:14]=[CH:15][C:10]([C:9]([NH2:8])=[O:23])=[CH:11][CH:12]=1. (2) Given the reactants Cl[C:2]([C:4]1[CH:5]=[C:6]([CH:42]=[CH:43][CH:44]=1)[CH2:7][O:8][CH:9]1[CH:14]([C:15]2[CH:20]=[CH:19][C:18]([O:21][CH2:22][CH2:23][CH2:24][O:25][CH2:26][C:27]3[CH:32]=[CH:31][CH:30]=[CH:29][C:28]=3[O:33][CH3:34])=[CH:17][CH:16]=2)[CH2:13][CH2:12][N:11]([C:35]([O:37][C:38]([CH3:41])([CH3:40])[CH3:39])=[O:36])[CH2:10]1)=[O:3].[CH3:45][O:46][CH2:47][CH2:48][NH2:49], predict the reaction product. The product is: [CH3:34][O:33][C:28]1[CH:29]=[CH:30][CH:31]=[CH:32][C:27]=1[CH2:26][O:25][CH2:24][CH2:23][CH2:22][O:21][C:18]1[CH:19]=[CH:20][C:15]([CH:14]2[CH2:13][CH2:12][N:11]([C:35]([O:37][C:38]([CH3:41])([CH3:40])[CH3:39])=[O:36])[CH2:10][CH:9]2[O:8][CH2:7][C:6]2[CH:42]=[CH:43][CH:44]=[C:4]([C:2](=[O:3])[NH:49][CH2:48][CH2:47][O:46][CH3:45])[CH:5]=2)=[CH:16][CH:17]=1. (3) Given the reactants [Br:1][C:2]1[CH:3]=[C:4]([CH:9]=[CH:10][C:11]=1[CH2:12]Br)[C:5]([O:7][CH3:8])=[O:6].C([O-])([O-])=O.[K+].[K+].CC#N.[NH2:23][CH2:24][CH2:25][OH:26], predict the reaction product. The product is: [Br:1][C:2]1[CH:3]=[C:4]([CH:9]=[CH:10][C:11]=1[CH2:12][NH:23][CH2:24][CH2:25][OH:26])[C:5]([O:7][CH3:8])=[O:6].